This data is from Full USPTO retrosynthesis dataset with 1.9M reactions from patents (1976-2016). The task is: Predict the reactants needed to synthesize the given product. (1) Given the product [Cl:1][C:2]1[CH:3]=[C:4]([S:9]([NH:12][C@H:13]2[CH2:22][CH2:21][C:20]3[C:15](=[CH:16][CH:17]=[CH:18][C:19]=3[N:23]3[CH2:24][CH2:25][NH:26][CH2:27][CH2:28]3)[CH2:14]2)(=[O:10])=[O:11])[CH:5]=[CH:6][C:7]=1[CH3:8], predict the reactants needed to synthesize it. The reactants are: [Cl:1][C:2]1[CH:3]=[C:4]([S:9]([NH:12][C@H:13]2[CH2:22][CH2:21][C:20]3[C:15](=[CH:16][CH:17]=[CH:18][C:19]=3[N:23]3[CH2:28][CH2:27][N:26](C)[CH2:25][CH2:24]3)[CH2:14]2)(=[O:11])=[O:10])[CH:5]=[CH:6][C:7]=1[CH3:8].ClC(OCCCl)=O.CO. (2) Given the product [C:1]([N:4]1[C:12]2[C:7](=[CH:8][C:9]([C:13](=[O:15])[CH3:14])=[CH:10][CH:11]=2)[C:6](=[C:20]([C:19]2[C:18]([F:17])=[CH:26][CH:25]=[CH:24][C:23]=2[F:27])[OH:21])[C:5]1=[O:16])(=[O:3])[CH3:2], predict the reactants needed to synthesize it. The reactants are: [C:1]([N:4]1[C:12]2[C:7](=[CH:8][C:9]([C:13](=[O:15])[CH3:14])=[CH:10][CH:11]=2)[CH2:6][C:5]1=[O:16])(=[O:3])[CH3:2].[F:17][C:18]1[CH:26]=[CH:25][CH:24]=[C:23]([F:27])[C:19]=1[C:20](O)=[O:21]. (3) Given the product [O:1]=[C:2]1[C:15]2[CH:14]=[CH:13][CH:12]=[C:11]([C:16]([NH2:21])=[O:18])[C:10]=2[S:9][C:8]2[C:3]1=[CH:4][CH:5]=[CH:6][CH:7]=2, predict the reactants needed to synthesize it. The reactants are: [O:1]=[C:2]1[C:15]2[CH:14]=[CH:13][CH:12]=[C:11]([C:16]([OH:18])=O)[C:10]=2[S:9][C:8]2[C:3]1=[CH:4][CH:5]=[CH:6][CH:7]=2.C([N:21](CC)CC)C.N.O1CCOCC1. (4) Given the product [S:26]1[CH:30]=[C:29]([C:2]2[N:10]=[C:9]3[C:5]([N:6]=[CH:7][N:8]3[C@@H:11]3[CH2:15][CH2:14][O:13][CH2:12]3)=[C:4]([NH:16][CH2:17][CH2:18][C:19]3[CH:24]=[CH:23][C:22]([OH:25])=[CH:21][CH:20]=3)[N:3]=2)[C:28]2[CH:34]=[CH:35][CH:36]=[CH:37][C:27]1=2, predict the reactants needed to synthesize it. The reactants are: Cl[C:2]1[N:10]=[C:9]2[C:5]([N:6]=[CH:7][N:8]2[C@@H:11]2[CH2:15][CH2:14][O:13][CH2:12]2)=[C:4]([NH:16][CH2:17][CH2:18][C:19]2[CH:24]=[CH:23][C:22]([OH:25])=[CH:21][CH:20]=2)[N:3]=1.[S:26]1[CH:30]=[C:29](B(O)O)[C:28]2[CH:34]=[CH:35][CH:36]=[CH:37][C:27]1=2. (5) Given the product [NH2:1][C:2]1[C:3]2[C:10]([C:11]3[CH:12]=[N:13][C:14]4[C:19]([CH:20]=3)=[CH:18][CH:17]=[CH:16][CH:15]=4)=[C:9]3[CH2:26][CH2:25][C@H:24]([NH:27][C:28](=[O:34])[O:29][C:30]([CH3:33])([CH3:32])[CH3:31])[CH2:23][CH2:22][N:8]3[C:4]=2[N:5]=[CH:6][N:7]=1, predict the reactants needed to synthesize it. The reactants are: [NH2:1][C:2]1[C:3]2[C:10]([C:11]3[CH:12]=[N:13][C:14]4[C:19]([CH:20]=3)=[CH:18][CH:17]=[CH:16][CH:15]=4)=[C:9](Br)[N:8]([CH2:22][CH2:23][C@@H:24]([NH:27][C:28](=[O:34])[O:29][C:30]([CH3:33])([CH3:32])[CH3:31])[CH:25]=[CH2:26])[C:4]=2[N:5]=[CH:6][N:7]=1.NC1C2C(C3C=NC4C(C=3)=CC=CC=4)=C3N(C=2N=CN=1)C[C@@H](NC(=O)OC(C)(C)C)CC3. (6) Given the product [CH3:1][O:2][C:3]1[CH:4]=[C:5]2[C:10](=[CH:11][C:12]=1[O:13][CH3:14])[N:9]=[CH:8][N:7]=[C:6]2[O:15][C:16]1[CH:22]=[CH:21][C:19]([NH:20][C:38](=[O:40])[O:56][CH:54]([C:53]2[CH:57]=[CH:58][CH:59]=[C:51]([N:50]([CH3:49])[CH3:60])[CH:52]=2)[CH3:55])=[CH:18][CH:17]=1, predict the reactants needed to synthesize it. The reactants are: [CH3:1][O:2][C:3]1[CH:4]=[C:5]2[C:10](=[CH:11][C:12]=1[O:13][CH3:14])[N:9]=[CH:8][N:7]=[C:6]2[O:15][C:16]1[CH:22]=[CH:21][C:19]([NH2:20])=[CH:18][CH:17]=1.C1(C)C=CC=CC=1.C(N(CC)CC)C.Cl[C:38](Cl)([O:40]C(=O)OC(Cl)(Cl)Cl)Cl.[CH3:49][N:50]([CH3:60])[C:51]1[CH:52]=[C:53]([CH:57]=[CH:58][CH:59]=1)[CH:54]([OH:56])[CH3:55].